Dataset: Full USPTO retrosynthesis dataset with 1.9M reactions from patents (1976-2016). Task: Predict the reactants needed to synthesize the given product. (1) Given the product [C:7]([C@H:9]([O:28][C:29]([N:31]1[CH2:32][CH2:33][CH:34]([N:37]2[CH2:43][CH2:42][C:41]3[CH:44]=[CH:45][CH:46]=[CH:47][C:40]=3[NH:39][C:38]2=[O:48])[CH2:35][CH2:36]1)=[O:30])[CH2:10][C:11]1[CH:12]=[C:13]2[C:17](=[C:18]([CH3:20])[CH:19]=1)[N:16]([C:21]([O:23][C:24]([CH3:27])([CH3:26])[CH3:25])=[O:22])[N:15]=[CH:14]2)([OH:8])=[O:6], predict the reactants needed to synthesize it. The reactants are: O.[OH-].[Li+].C([O:6][C:7]([C@H:9]([O:28][C:29]([N:31]1[CH2:36][CH2:35][CH:34]([N:37]2[CH2:43][CH2:42][C:41]3[CH:44]=[CH:45][CH:46]=[CH:47][C:40]=3[NH:39][C:38]2=[O:48])[CH2:33][CH2:32]1)=[O:30])[CH2:10][C:11]1[CH:12]=[C:13]2[C:17](=[C:18]([CH3:20])[CH:19]=1)[N:16]([C:21]([O:23][C:24]([CH3:27])([CH3:26])[CH3:25])=[O:22])[N:15]=[CH:14]2)=[O:8])C. (2) Given the product [CH3:24][C:14]1[N:15]=[C:16]([C:18]2[CH:19]=[N:20][CH:21]=[CH:22][CH:23]=2)[S:17][C:13]=1[C:10]1[N:9]=[C:8]2[C:3](=[O:25])[CH2:4][CH2:5][O:6][C:7]2=[CH:12][CH:11]=1, predict the reactants needed to synthesize it. The reactants are: OC[C:3]1([OH:25])[C:8]2=[N:9][C:10]([C:13]3[S:17][C:16]([C:18]4[CH:19]=[N:20][CH:21]=[CH:22][CH:23]=4)=[N:15][C:14]=3[CH3:24])=[CH:11][CH:12]=[C:7]2[O:6][CH2:5][CH2:4]1.I([O-])(=O)(=O)=O.[Na+]. (3) Given the product [CH3:27][O:26][C:24](=[O:25])[CH2:23][O:12][C:9]1[CH:8]=[CH:7][CH:6]=[C:5]2[C:10]=1[CH:11]=[C:3]([CH2:1][CH3:2])[N:4]2[CH2:13][C:14]1[CH:19]=[CH:18][CH:17]=[CH:16][CH:15]=1, predict the reactants needed to synthesize it. The reactants are: [CH2:1]([C:3]1[N:4]([CH2:13][C:14]2[CH:19]=[CH:18][CH:17]=[CH:16][CH:15]=2)[C:5]2[C:10]([CH:11]=1)=[C:9]([OH:12])[CH:8]=[CH:7][CH:6]=2)[CH3:2].[H-].[Na+].Br[CH2:23][C:24]([O:26][CH3:27])=[O:25]. (4) Given the product [CH3:41][O:42][CH2:43][C@H:44]1[C@H:53]2[CH2:54][CH2:55][N:56]([C:57]([C@H:59]3[CH2:64][CH2:63][CH2:62][CH2:61][C@H:60]3[NH:65][C:20]([NH:17][C:9]3[CH:8]=[CH:7][C:6]([N:1]4[CH:5]=[CH:4][CH:3]=[N:2]4)=[CH:14][CH:13]=3)=[O:29])=[O:58])[C@H:52]2[C:51]2[CH:50]=[CH:49][CH:48]=[CH:47][C:46]=2[NH:45]1, predict the reactants needed to synthesize it. The reactants are: [N:1]1([C:6]2[CH:14]=[CH:13][C:9](C(O)=O)=[CH:8][CH:7]=2)[CH:5]=[CH:4][CH:3]=[N:2]1.C([N:17]([CH2:20]C)CC)C.C1(P(N=[N+]=[N-])(C2C=CC=CC=2)=[O:29])C=CC=CC=1.Cl.Cl.[CH3:41][O:42][CH2:43][C@H:44]1[C@H:53]2[CH2:54][CH2:55][N:56]([C:57]([C@H:59]3[CH2:64][CH2:63][CH2:62][CH2:61][C@H:60]3[NH2:65])=[O:58])[C@H:52]2[C:51]2[CH:50]=[CH:49][CH:48]=[CH:47][C:46]=2[NH:45]1. (5) Given the product [F:27][C:28]([F:35])([F:34])[C@H:29]([OH:33])[CH2:30][CH2:31][I:25], predict the reactants needed to synthesize it. The reactants are: C1(P(C2C=CC=CC=2)C2C=CC=CC=2)C=CC=CC=1.N1C=CN=C1.[I:25]I.[F:27][C:28]([F:35])([F:34])[C@H:29]([OH:33])[CH2:30][CH2:31]O. (6) Given the product [CH3:1][C:2]1[C:7](/[CH:8]=[C:26](\[CH3:25])/[C:27]([O:29][CH2:30][CH3:31])=[O:28])=[C:6]([O:10][CH3:11])[C:5]([O:12][CH3:13])=[C:4]([O:14][CH3:15])[C:3]=1[O:16][CH3:17], predict the reactants needed to synthesize it. The reactants are: [CH3:1][C:2]1[C:7]([CH:8]=O)=[C:6]([O:10][CH3:11])[C:5]([O:12][CH3:13])=[C:4]([O:14][CH3:15])[C:3]=1[O:16][CH3:17].CC1C(/[CH:25]=[CH:26]/[C:27]([O:29][CH2:30][CH3:31])=[O:28])=C(OC)C(OC)=C(OC)C=1OC. (7) Given the product [Br:8][C:4]1[C:3]2[CH2:9][O:10][C:11](=[O:12])[NH:1][C:2]=2[CH:7]=[CH:6][CH:5]=1, predict the reactants needed to synthesize it. The reactants are: [NH2:1][C:2]1[CH:7]=[CH:6][CH:5]=[C:4]([Br:8])[C:3]=1[CH2:9][OH:10].[C:11](OC(Cl)(Cl)Cl)(OC(Cl)(Cl)Cl)=[O:12]. (8) Given the product [F:34][C:35]1[CH:36]=[C:37]([CH:60]=[CH:61][C:62]=1[F:63])[CH2:38][N:39]1[C:44](=[O:45])[C:43]([CH2:46][N:11]2[CH2:12][CH2:13][N:8]([CH3:6])[CH2:9][CH2:10]2)=[CH:42][C:41]([C:52]2[CH:57]=[CH:56][C:55]([F:58])=[C:54]([CH3:59])[CH:53]=2)=[N:40]1, predict the reactants needed to synthesize it. The reactants are: C(O[C:6]([N:8]1[CH2:13][CH2:12][N:11](C2C(=O)N(CC(C)C)N=C(C3C=CC(C)=C(F)C=3)C=2C)[CH2:10][CH2:9]1)=O)(C)(C)C.[F:34][C:35]1[CH:36]=[C:37]([CH:60]=[CH:61][C:62]=1[F:63])[CH2:38][N:39]1[C:44](=[O:45])[C:43]([CH2:46]OS(C)(=O)=O)=[CH:42][C:41]([C:52]2[CH:57]=[CH:56][C:55]([F:58])=[C:54]([CH3:59])[CH:53]=2)=[N:40]1. (9) Given the product [C:1]([C:5]1[N:10]=[C:9]([O:11][CH2:12][CH3:13])[C:8]([C:14]2[N:15]([C:35]([N:49]3[CH2:48][CH2:47][CH:46]([N:42]4[CH2:43][CH2:44][CH2:45][CH:40]([CH2:39][OH:38])[CH2:41]4)[CH2:51][CH2:50]3)=[O:36])[C:16]([C:28]3[CH:33]=[CH:32][C:31]([Cl:34])=[CH:30][CH:29]=3)([CH3:27])[C:17]([C:20]3[CH:25]=[CH:24][C:23]([Cl:26])=[CH:22][CH:21]=3)([CH3:19])[N:18]=2)=[CH:7][N:6]=1)([CH3:3])([CH3:4])[CH3:2], predict the reactants needed to synthesize it. The reactants are: [C:1]([C:5]1[N:10]=[C:9]([O:11][CH2:12][CH3:13])[C:8]([C:14]2[N:15]([C:35](Cl)=[O:36])[C:16]([C:28]3[CH:33]=[CH:32][C:31]([Cl:34])=[CH:30][CH:29]=3)([CH3:27])[C:17]([C:20]3[CH:25]=[CH:24][C:23]([Cl:26])=[CH:22][CH:21]=3)([CH3:19])[N:18]=2)=[CH:7][N:6]=1)([CH3:4])([CH3:3])[CH3:2].[OH:38][CH2:39][CH:40]1[CH2:45][CH2:44][CH2:43][N:42]([CH:46]2[CH2:51][CH2:50][NH:49][CH2:48][CH2:47]2)[CH2:41]1. (10) Given the product [CH3:1][O:2][C:3]([C:5]1[CH:9]=[C:8]([C:19]2[C:20]([O:22][CH3:23])=[N:21][C:16]([O:15][CH3:14])=[N:17][CH:18]=2)[N:7]([CH:11]([CH3:13])[CH3:12])[CH:6]=1)=[O:4], predict the reactants needed to synthesize it. The reactants are: [CH3:1][O:2][C:3]([C:5]1[CH:9]=[C:8](Br)[N:7]([CH:11]([CH3:13])[CH3:12])[CH:6]=1)=[O:4].[CH3:14][O:15][C:16]1[N:21]=[C:20]([O:22][CH3:23])[C:19](B(O)O)=[CH:18][N:17]=1.BrC1N(C(C)C)C2C(C3C=CC(Cl)=CC=3)N(C3C=C(Cl)C=CC=3C)C(=O)C=2C=1.C(C1C=CC(OC)=C(B(O)O)C=1)#N.